Dataset: Reaction yield outcomes from USPTO patents with 853,638 reactions. Task: Predict the reaction yield, written as a fraction of the theoretical maximum amount of product (1.0 means a 100% yield; for example, 0.34 means a 34% yield). The product is [CH2:1]([O:3][C:4](=[O:16])[CH:5]([CH2:6][NH:7][CH2:8][C:9]1[CH:14]=[CH:13][C:12]([F:15])=[CH:11][CH:10]=1)[CH2:29][CH:28]=[C:27]([CH3:33])[CH3:32])[CH3:2]. The yield is 0.370. The reactants are [CH2:1]([O:3][C:4](=[O:16])[CH2:5][CH2:6][NH:7][CH2:8][C:9]1[CH:14]=[CH:13][C:12]([F:15])=[CH:11][CH:10]=1)[CH3:2].C[Si]([N-][Si](C)(C)C)(C)C.[K+].[C:27]1([CH3:33])[CH:32]=CC=[CH:29][CH:28]=1.BrCC=C(C)C. The catalyst is O1CCCC1.C(=O)(O)[O-].[Na+].